This data is from Reaction yield outcomes from USPTO patents with 853,638 reactions. The task is: Predict the reaction yield, written as a fraction of the theoretical maximum amount of product (1.0 means a 100% yield; for example, 0.34 means a 34% yield). (1) The reactants are C1(NC(N)=S)C=CC=CC=1.[Cl:11][C:12]1[CH:17]=[CH:16][C:15]([NH:18][C:19]([NH:21][C:22]2[CH:27]=[CH:26][CH:25]=[CH:24][C:23]=2[Cl:28])=[S:20])=[C:14]([OH:29])[C:13]=1[S:30]([N:33]([CH3:35])[CH3:34])(=[O:32])=[O:31].[Si:36](Cl)([C:39]([CH3:42])([CH3:41])[CH3:40])([CH3:38])[CH3:37].N1C=CN=C1. No catalyst specified. The product is [Cl:28][C:23]1[CH:24]=[CH:25][CH:26]=[CH:27][C:22]=1[NH:21][C:19]([NH:18][C:15]1[CH:16]=[CH:17][C:12]([Cl:11])=[C:13]([S:30]([N:33]([CH3:35])[CH3:34])(=[O:31])=[O:32])[C:14]=1[O:29][Si:36]([C:39]([CH3:42])([CH3:41])[CH3:40])([CH3:38])[CH3:37])=[S:20]. The yield is 0.490. (2) The yield is 0.750. The product is [CH3:1][O:2][C:3](=[O:8])[CH2:4][CH2:5][CH2:6][N:16]1[CH2:17][CH2:18][CH:13]([CH2:9][CH2:10][CH2:11][CH3:12])[CH2:14][CH2:15]1. The reactants are [CH3:1][O:2][C:3](=[O:8])[CH2:4][CH2:5][CH2:6]Br.[CH2:9]([CH:13]1[CH2:18][CH2:17][NH:16][CH2:15][CH2:14]1)[CH2:10][CH2:11][CH3:12].C(=O)([O-])[O-].[K+].[K+].C(Cl)Cl.CO. The catalyst is CC#N. (3) The reactants are [F:1][C:2]1[CH:7]=[C:6]([O:8][CH2:9][C:10]2[CH:11]=[C:12]([C:16]3[C:21]([CH3:22])=[CH:20][C:19]([OH:23])=[CH:18][C:17]=3[CH3:24])[CH:13]=[CH:14][CH:15]=2)[CH:5]=[CH:4][C:3]=1[CH2:25][CH2:26][C:27]([O:29][CH2:30][CH3:31])=[O:28].[CH2:32]([NH:34][CH2:35][CH2:36]O)[CH3:33].C(P(CCCC)CCCC)CCC.N(C(N1CCCCC1)=O)=NC(N1CCCCC1)=O.C(=O)([O-])O.[Na+]. The catalyst is O1CCCC1.C(OCC)(=O)C.C(OCC)C. The product is [CH2:32]([NH:34][CH2:35][CH2:36][O:23][C:19]1[CH:18]=[C:17]([CH3:24])[C:16]([C:12]2[CH:13]=[CH:14][CH:15]=[C:10]([CH2:9][O:8][C:6]3[CH:5]=[CH:4][C:3]([CH2:25][CH2:26][C:27]([O:29][CH2:30][CH3:31])=[O:28])=[C:2]([F:1])[CH:7]=3)[CH:11]=2)=[C:21]([CH3:22])[CH:20]=1)[CH3:33]. The yield is 0.580. (4) The reactants are [CH2:1]([Li])CCC.[CH3:6][O:7][C:8]1[C:17]2[C:12](=[CH:13][CH:14]=[CH:15][CH:16]=2)[C:11]([O:18][CH3:19])=[CH:10][C:9]=1[CH2:20][OH:21].CI.O. The catalyst is C1COCC1. The product is [CH3:6][O:7][C:8]1[C:17]2[C:12](=[CH:13][CH:14]=[CH:15][CH:16]=2)[C:11]([O:18][CH3:19])=[C:10]([CH3:1])[C:9]=1[CH2:20][OH:21]. The yield is 0.570. (5) The reactants are [H-].[Al+3].[Li+].[H-].[H-].[H-].[CH3:7][O:8][CH2:9][O:10][C:11]1[CH:12]=[C:13]([CH2:21][C:22](OC)=[O:23])[CH:14]=[C:15]([O:17][CH2:18][O:19][CH3:20])[CH:16]=1.O.O.O.O.O.O.O.O.O.O.S([O-])([O-])(=O)=O.[Na+].[Na+]. The catalyst is O1CCCC1. The product is [CH3:7][O:8][CH2:9][O:10][C:11]1[CH:12]=[C:13]([CH2:21][CH2:22][OH:23])[CH:14]=[C:15]([O:17][CH2:18][O:19][CH3:20])[CH:16]=1. The yield is 0.980. (6) The reactants are [CH3:1][O:2][C:3](=[O:26])[CH2:4][C:5]1[C:14]([CH3:15])=[C:13](B2OC(C)(C)C(C)(C)O2)[C:12]2[C:7](=[CH:8][CH:9]=[C:10]([Cl:25])[CH:11]=2)[CH:6]=1.Br[C:28]1[CH:33]=[CH:32][C:31]([S:34][C:35]2[C:40]([F:41])=[CH:39][CH:38]=[CH:37][C:36]=2[F:42])=[CH:30][CH:29]=1.C(=O)([O-])[O-].[Na+].[Na+].O. The catalyst is C(COC)OC.C1C=CC([P]([Pd]([P](C2C=CC=CC=2)(C2C=CC=CC=2)C2C=CC=CC=2)([P](C2C=CC=CC=2)(C2C=CC=CC=2)C2C=CC=CC=2)[P](C2C=CC=CC=2)(C2C=CC=CC=2)C2C=CC=CC=2)(C2C=CC=CC=2)C2C=CC=CC=2)=CC=1. The product is [CH3:1][O:2][C:3](=[O:26])[CH2:4][C:5]1[C:14]([CH3:15])=[C:13]([C:28]2[CH:29]=[CH:30][C:31]([S:34][C:35]3[C:36]([F:42])=[CH:37][CH:38]=[CH:39][C:40]=3[F:41])=[CH:32][CH:33]=2)[C:12]2[C:7](=[CH:8][CH:9]=[C:10]([Cl:25])[CH:11]=2)[CH:6]=1. The yield is 0.130. (7) The reactants are BrC1C=CC(C[O:7][C:8]2[N:12]([C:13]3[CH:18]=[C:17]([C:19]([O:21][CH3:22])=[O:20])[CH:16]=[CH:15][N:14]=3)[N:11]=[CH:10][CH:9]=2)=CC=1.B(Br)(Br)Br.CO.C([O-])(O)=O.[Na+]. The catalyst is C(Cl)Cl. The product is [OH:7][C:8]1[N:12]([C:13]2[CH:18]=[C:17]([C:19]([O:21][CH3:22])=[O:20])[CH:16]=[CH:15][N:14]=2)[N:11]=[CH:10][CH:9]=1. The yield is 0.600. (8) The reactants are [Br:1][C:2]1[CH:10]=[CH:9][C:5]([C:6]([OH:8])=[O:7])=[C:4]([CH3:11])[CH:3]=1.[CH3:12]O. No catalyst specified. The product is [Br:1][C:2]1[CH:10]=[CH:9][C:5]([C:6]([O:8][CH3:12])=[O:7])=[C:4]([CH3:11])[CH:3]=1. The yield is 0.970. (9) The reactants are [NH2:1][CH:2]([C:4]1[CH:5]=[C:6]([C:21]([N:23]([CH3:25])[CH3:24])=[O:22])[CH:7]=[C:8]2[C:13]=1[O:12][C:11]([N:14]1[CH2:19][CH2:18][O:17][CH2:16][CH2:15]1)=[CH:10][C:9]2=[O:20])[CH3:3].C(=O)([O-])[O-].[Cs+].[Cs+].CC1(C)C2C=CC=C(P(C3C=CC=CC=3)C3C=CC=CC=3)C=2OC2C1=CC=CC=2P(C1C=CC=CC=1)C1C=CC=CC=1.Br[C:75]1[CH:80]=[C:79]([F:81])[CH:78]=[C:77]([Cl:82])[CH:76]=1. The catalyst is O1CCOCC1.C1C=CC(/C=C/C(/C=C/C2C=CC=CC=2)=O)=CC=1.C1C=CC(/C=C/C(/C=C/C2C=CC=CC=2)=O)=CC=1.C1C=CC(/C=C/C(/C=C/C2C=CC=CC=2)=O)=CC=1.[Pd].[Pd]. The product is [Cl:82][C:77]1[CH:76]=[C:75]([NH:1][CH:2]([C:4]2[CH:5]=[C:6]([C:21]([N:23]([CH3:24])[CH3:25])=[O:22])[CH:7]=[C:8]3[C:13]=2[O:12][C:11]([N:14]2[CH2:19][CH2:18][O:17][CH2:16][CH2:15]2)=[CH:10][C:9]3=[O:20])[CH3:3])[CH:80]=[C:79]([F:81])[CH:78]=1. The yield is 0.670.